Dataset: Full USPTO retrosynthesis dataset with 1.9M reactions from patents (1976-2016). Task: Predict the reactants needed to synthesize the given product. The reactants are: [F:1][C:2]1[CH:7]=[CH:6][C:5]([S:8]([N:11]2[C:20]3[C:15](=[CH:16][C:17]([C:21]([OH:30])([C:26]([F:29])([F:28])[F:27])[C:22]([F:25])([F:24])[F:23])=[CH:18][CH:19]=3)[CH2:14][CH2:13][C@H:12]2[CH2:31][C:32](O)=[O:33])(=[O:10])=[O:9])=[CH:4][CH:3]=1.[NH2:35][NH2:36]. Given the product [F:1][C:2]1[CH:3]=[CH:4][C:5]([S:8]([N:11]2[C:20]3[C:15](=[CH:16][C:17]([C:21]([OH:30])([C:26]([F:29])([F:28])[F:27])[C:22]([F:25])([F:23])[F:24])=[CH:18][CH:19]=3)[CH2:14][CH2:13][C@H:12]2[CH2:31][C:32]([NH:35][NH2:36])=[O:33])(=[O:10])=[O:9])=[CH:6][CH:7]=1, predict the reactants needed to synthesize it.